Dataset: Catalyst prediction with 721,799 reactions and 888 catalyst types from USPTO. Task: Predict which catalyst facilitates the given reaction. (1) Reactant: [SH:1][C:2]1[N:6]([C:7]2[CH:12]=[CH:11][C:10]([OH:13])=[CH:9][CH:8]=2)[N:5]=[N:4][N:3]=1.[CH:14](I)([CH3:16])[CH3:15].C(=O)([O-])O.[Na+]. Product: [CH:14]([S:1][C:2]1[N:6]([C:7]2[CH:8]=[CH:9][C:10]([OH:13])=[CH:11][CH:12]=2)[N:5]=[N:4][N:3]=1)([CH3:16])[CH3:15]. The catalyst class is: 115. (2) Reactant: [Cl:1][C:2]1[CH:7]=[C:6]([N+]([O-])=O)[C:5]([CH3:11])=[CH:4][C:3]=1[N+:12]([O-:14])=[O:13].[Cl:15][C:16]1[CH:17]=[C:18]([C:23](=[O:28])[C:24]([F:27])([F:26])[F:25])[CH:19]=[C:20]([Cl:22])[CH:21]=1.CCN(C(C)C)C(C)C.CCCC[N+](CCCC)(CCCC)CCCC.[F-]. Product: [Cl:1][C:2]1[C:3]([N+:12]([O-:14])=[O:13])=[CH:4][C:5]2[CH2:11][C:23]([C:18]3[CH:19]=[C:20]([Cl:22])[CH:21]=[C:16]([Cl:15])[CH:17]=3)([C:24]([F:25])([F:27])[F:26])[O:28][C:6]=2[CH:7]=1. The catalyst class is: 20. (3) Reactant: [NH2:1][N:2]1[C:6]([CH2:7][C:8]2[CH:9]=[C:10]3[C:15](=[CH:16][CH:17]=2)[N:14]=[CH:13][C:12]([C:18]2[CH:19]=[N:20][N:21]([CH3:23])[CH:22]=2)=[CH:11]3)=[N:5][N:4]=[C:3]1[SH:24].[Cl:25][CH2:26][C:27](O)=O.C(O)(C)C. Product: [Cl:25][CH2:26][C:27]1[S:24][C:3]2=[N:4][N:5]=[C:6]([CH2:7][C:8]3[CH:9]=[C:10]4[C:15](=[CH:16][CH:17]=3)[N:14]=[CH:13][C:12]([C:18]3[CH:19]=[N:20][N:21]([CH3:23])[CH:22]=3)=[CH:11]4)[N:2]2[N:1]=1. The catalyst class is: 286. (4) Reactant: C(N(CC)C(C)C)(C)C.[CH3:10][C:11]1[CH:20]=[CH:19][C:18]2[C:13](=[CH:14][CH:15]=[C:16]([F:27])[C:17]=2[N:21]2[CH2:26][CH2:25][NH:24][CH2:23][CH2:22]2)[N:12]=1.CS(O[CH2:33][CH2:34][C:35]1[CH:40]=[CH:39][CH:38]=[C:37]([N+:41]([O-:43])=[O:42])[CH:36]=1)(=O)=O. Product: [F:27][C:16]1[C:17]([N:21]2[CH2:26][CH2:25][N:24]([CH2:33][CH2:34][C:35]3[CH:40]=[CH:39][CH:38]=[C:37]([N+:41]([O-:43])=[O:42])[CH:36]=3)[CH2:23][CH2:22]2)=[C:18]2[C:13](=[CH:14][CH:15]=1)[N:12]=[C:11]([CH3:10])[CH:20]=[CH:19]2. The catalyst class is: 9.